Dataset: Reaction yield outcomes from USPTO patents with 853,638 reactions. Task: Predict the reaction yield, written as a fraction of the theoretical maximum amount of product (1.0 means a 100% yield; for example, 0.34 means a 34% yield). (1) The reactants are [C:1](=[O:19])([O:17][CH3:18])[O:2][C:3]1[C:8]([N+:9]([O-])=O)=[CH:7][C:6]([F:12])=[CH:5][C:4]=1[C:13]([CH3:16])([CH3:15])[CH3:14].C([O-])=O.[NH4+]. The catalyst is CCO.[Pd]. The product is [C:1](=[O:19])([O:17][CH3:18])[O:2][C:3]1[C:8]([NH2:9])=[CH:7][C:6]([F:12])=[CH:5][C:4]=1[C:13]([CH3:14])([CH3:15])[CH3:16]. The yield is 0.270. (2) The catalyst is C(#N)C. The product is [CH:11]1([N:10]2[CH2:4][CH2:5][CH2:6][CH2:7][C:8]2=[O:9])[CH2:16][CH2:15][CH2:14][CH2:13][CH2:12]1. The reactants are [H-].[Na+].Cl[CH2:4][CH2:5][CH2:6][CH2:7][C:8]([NH:10][CH:11]1[CH2:16][CH2:15][CH2:14][CH2:13][CH2:12]1)=[O:9].O. The yield is 0.600.